This data is from Reaction yield outcomes from USPTO patents with 853,638 reactions. The task is: Predict the reaction yield, written as a fraction of the theoretical maximum amount of product (1.0 means a 100% yield; for example, 0.34 means a 34% yield). (1) The reactants are [CH:1]1([O:6][C:7]2[CH:11]=[CH:10][S:9][CH:8]=2)[CH2:5][CH2:4][CH2:3][CH2:2]1.S(Cl)([Cl:15])(=O)=O. The catalyst is ClCCl. The product is [Cl:15][C:8]1[S:9][CH:10]=[CH:11][C:7]=1[O:6][CH:1]1[CH2:2][CH2:3][CH2:4][CH2:5]1. The yield is 0.590. (2) The reactants are [F:1][C:2]1[CH:7]=[C:6](I)[CH:5]=[C:4]([F:9])[C:3]=1[C@@H:10]1[C:15]2[NH:16][C:17]3[C:22]([C:14]=2[CH2:13][C@@H:12]([CH3:23])[N:11]1[S:24]([CH3:27])(=[O:26])=[O:25])=[CH:21][CH:20]=[CH:19][CH:18]=3.[F:28][CH2:29][CH:30]1[CH2:33][N:32]([CH2:34][CH2:35][OH:36])[CH2:31]1.C(=O)([O-])[O-].[K+].[K+].C(#N)CCC. No catalyst specified. The product is [F:1][C:2]1[CH:7]=[C:6]([O:36][CH2:35][CH2:34][N:32]2[CH2:33][CH:30]([CH2:29][F:28])[CH2:31]2)[CH:5]=[C:4]([F:9])[C:3]=1[C@@H:10]1[C:15]2[NH:16][C:17]3[C:22]([C:14]=2[CH2:13][C@@H:12]([CH3:23])[N:11]1[S:24]([CH3:27])(=[O:26])=[O:25])=[CH:21][CH:20]=[CH:19][CH:18]=3. The yield is 0.150. (3) The reactants are [CH3:1][O:2][C:3]1[CH:4]=[C:5]([CH:9]2[CH2:12][C:11]3([CH2:17][CH2:16][N:15]([C:18](OC(C)(C)C)=[O:19])[CH2:14][CH2:13]3)[CH2:10]2)[CH:6]=[CH:7][CH:8]=1.Cl.O1CCOCC1.C1(OC(=O)[NH:40][C:41]2[O:45][N:44]=[C:43]([CH3:46])[C:42]=2[CH3:47])C=CC=CC=1.CCN(C(C)C)C(C)C. The catalyst is ClCCl.C(#N)C. The product is [CH3:46][C:43]1[C:42]([CH3:47])=[C:41]([NH:40][C:18]([N:15]2[CH2:14][CH2:13][C:11]3([CH2:10][CH:9]([C:5]4[CH:6]=[CH:7][CH:8]=[C:3]([O:2][CH3:1])[CH:4]=4)[CH2:12]3)[CH2:17][CH2:16]2)=[O:19])[O:45][N:44]=1. The yield is 0.587.